Dataset: Forward reaction prediction with 1.9M reactions from USPTO patents (1976-2016). Task: Predict the product of the given reaction. (1) Given the reactants [CH2:1]([N:8]1[CH2:32][C@:31]2([C:33](O)=[O:34])[C@@H:10]([CH2:11][C@H:12]3[CH:25]4[C@@:16]([F:29])([C@:17]5([CH3:28])[C:22]([C@@H:23]([F:26])[CH2:24]4)=[CH:21][C:20](=[O:27])[CH:19]=[CH:18]5)[C@@H:15]([OH:30])[CH2:14][C@@:13]32[CH3:36])[CH2:9]1)[C:2]1[CH:7]=[CH:6][CH:5]=[CH:4][CH:3]=1.[SH:37][CH:38]1[CH2:42][CH2:41][O:40][C:39]1=[O:43], predict the reaction product. The product is: [O:43]=[C:39]1[CH:38]([S:37][C:33]([C@:31]23[C@@:13]4([CH3:36])[CH2:14][C@H:15]([OH:30])[C@@:16]5([F:29])[C@H:25]([C@@H:12]4[CH2:11][C@H:10]2[CH2:9][N:8]([CH2:1][C:2]2[CH:7]=[CH:6][CH:5]=[CH:4][CH:3]=2)[CH2:32]3)[CH2:24][C@H:23]([F:26])[C:22]2[C@:17]5([CH3:28])[CH:18]=[CH:19][C:20](=[O:27])[CH:21]=2)=[O:34])[CH2:42][CH2:41][O:40]1. (2) Given the reactants CC([N:5]([CH2:9][CH2:10][NH:11][S:12]([C:15]1[CH:20]=[CH:19][C:18]([C:21]2[CH:26]=[CH:25][N:24]=[C:23]3[N:27](S(C4C=CC(C)=CC=4)(=O)=O)[C:28]([CH2:30][OH:31])=[CH:29][C:22]=23)=[CH:17][CH:16]=1)(=[O:14])=[O:13])[C:6](=[O:8])[O-:7])(C)C.C1(C)C=CC(S(O)(=O)=O)=CC=1, predict the reaction product. The product is: [CH:6]([OH:8])=[O:7].[NH2:5][CH2:9][CH2:10][NH:11][S:12]([C:15]1[CH:20]=[CH:19][C:18]([C:21]2[CH:26]=[CH:25][N:24]=[C:23]3[NH:27][C:28]([CH2:30][OH:31])=[CH:29][C:22]=23)=[CH:17][CH:16]=1)(=[O:13])=[O:14]. (3) Given the reactants C[O:2][C:3](=O)[CH:4]([C:24]1[CH:29]=[CH:28][C:27]([O:30][CH3:31])=[CH:26][CH:25]=1)[CH2:5][C:6]1[C:7]([NH:19][CH2:20][CH:21]([CH3:23])[CH3:22])=[N:8][C:9]([NH:12][C:13]2[CH:18]=[CH:17][CH:16]=[CH:15][CH:14]=2)=[N:10][CH:11]=1.S(=O)(=O)(O)O, predict the reaction product. The product is: [CH2:20]([N:19]1[C:7]2[N:8]=[C:9]([NH:12][C:13]3[CH:18]=[CH:17][CH:16]=[CH:15][CH:14]=3)[N:10]=[CH:11][C:6]=2[CH2:5][CH:4]([C:24]2[CH:25]=[CH:26][C:27]([O:30][CH3:31])=[CH:28][CH:29]=2)[C:3]1=[O:2])[CH:21]([CH3:22])[CH3:23].